This data is from Full USPTO retrosynthesis dataset with 1.9M reactions from patents (1976-2016). The task is: Predict the reactants needed to synthesize the given product. Given the product [CH2:1]([O:8][C:9]([NH:11][C:12]1[C:13]([C:23]([OH:25])=[O:24])=[N:14][C:15]2[C:20]([CH:21]=1)=[CH:19][CH:18]=[C:17]([N:28]1[CH2:33][CH2:32][CH2:31][CH2:30][C:29]1=[O:34])[CH:16]=2)=[O:10])[C:2]1[CH:7]=[CH:6][CH:5]=[CH:4][CH:3]=1, predict the reactants needed to synthesize it. The reactants are: [CH2:1]([O:8][C:9]([NH:11][C:12]1[C:13]([C:23]([O:25]CC)=[O:24])=[N:14][C:15]2[C:20]([CH:21]=1)=[CH:19][CH:18]=[C:17](Br)[CH:16]=2)=[O:10])[C:2]1[CH:7]=[CH:6][CH:5]=[CH:4][CH:3]=1.[NH:28]1[CH2:33][CH2:32][CH2:31][CH2:30][C:29]1=[O:34].C1(P(C2C=CC=CC=2)C2C3OC4C(=CC=CC=4P(C4C=CC=CC=4)C4C=CC=CC=4)C(C)(C)C=3C=CC=2)C=CC=CC=1.C([O-])([O-])=O.[Cs+].[Cs+].